From a dataset of Forward reaction prediction with 1.9M reactions from USPTO patents (1976-2016). Predict the product of the given reaction. (1) Given the reactants [NH2:1][C:2]1[CH:31]=[CH:30][C:5]([C:6]([N:8]2[C:17]3[C:12](=[CH:13][CH:14]=[CH:15][CH:16]=3)[C@H:11]([N:18]([C:23]3[CH:28]=[CH:27][CH:26]=[CH:25][CH:24]=3)[C:19](=[O:22])[CH2:20][CH3:21])[CH2:10][C@@H:9]2[CH3:29])=[O:7])=[CH:4][CH:3]=1.[C:32](Cl)(=[O:34])[CH3:33].C(N(CC)CC)C, predict the reaction product. The product is: [C:32]([NH:1][C:2]1[CH:3]=[CH:4][C:5]([C:6]([N:8]2[C:17]3[C:12](=[CH:13][CH:14]=[CH:15][CH:16]=3)[C@H:11]([N:18]([C:23]3[CH:24]=[CH:25][CH:26]=[CH:27][CH:28]=3)[C:19](=[O:22])[CH2:20][CH3:21])[CH2:10][C@@H:9]2[CH3:29])=[O:7])=[CH:30][CH:31]=1)(=[O:34])[CH3:33]. (2) Given the reactants [NH2:1][C:2]([NH2:4])=[O:3].C(Cl)(Cl)=O.ClC(Cl)(OC(=O)OC(Cl)(Cl)Cl)Cl.C(N1C=CN=C1)(N1C=CN=C1)=O.C(=O)(OC1C=CC=CC=1)N.N[CH2:44][CH2:45][N:46]1[C:55]2[C:50](=[CH:51][CH:52]=[C:53]([NH:56][CH2:57][C:58]3[CH:63]=[CH:62][CH:61]=[C:60]([C:64]([F:67])([F:66])[F:65])[CH:59]=3)[CH:54]=2)[N:49]=[C:48]([CH3:68])[C:47]1=[O:69].CN1CCOCC1, predict the reaction product. The product is: [CH3:68][C:48]1[C:47](=[O:69])[N:46]([CH2:45][CH2:44][NH:1][C:2]([NH2:4])=[O:3])[C:55]2[C:50]([N:49]=1)=[CH:51][CH:52]=[C:53]([NH:56][CH2:57][C:58]1[CH:63]=[CH:62][CH:61]=[C:60]([C:64]([F:67])([F:66])[F:65])[CH:59]=1)[CH:54]=2. (3) The product is: [Cl:18][C:16]1[CH:17]=[C:12]([CH:13]=[C:14]([Cl:20])[C:15]=1[OH:19])[C:10]([N:6]1[C:5]2[CH:21]=[CH:22][C:2]([NH:1][S:30]([CH3:29])(=[O:32])=[O:31])=[CH:3][C:4]=2[O:9][CH2:8][CH2:7]1)=[O:11]. Given the reactants [NH2:1][C:2]1[CH:22]=[CH:21][C:5]2[N:6]([C:10]([C:12]3[CH:17]=[C:16]([Cl:18])[C:15]([OH:19])=[C:14]([Cl:20])[CH:13]=3)=[O:11])[CH2:7][CH2:8][O:9][C:4]=2[CH:3]=1.N1C=CC=CC=1.[CH3:29][S:30](Cl)(=[O:32])=[O:31].CO, predict the reaction product. (4) Given the reactants [CH3:1][N:2]([CH3:16])[CH2:3][CH2:4][NH:5][C:6]1[CH:15]=[CH:14][C:9]([C:10]([O:12][CH3:13])=[O:11])=[CH:8][CH:7]=1.C(=O)(OC(C)(C)C)[O:18][C:19]([O:21][C:22]([CH3:25])([CH3:24])[CH3:23])=O, predict the reaction product. The product is: [CH3:16][N:2]([CH3:1])[CH2:3][CH2:4][N:5]([C:19]([O:21][C:22]([CH3:25])([CH3:24])[CH3:23])=[O:18])[C:6]1[CH:15]=[CH:14][C:9]([C:10]([O:12][CH3:13])=[O:11])=[CH:8][CH:7]=1. (5) Given the reactants [BH4-].[Na+].[Cl:3][C:4]1[CH:9]=[CH:8][C:7]([S:10]([NH:13][C:14]2[CH:19]=[C:18]([Cl:20])[CH:17]=[CH:16][C:15]=2[S:21][CH:22]2[CH2:26][CH2:25][C:24](=[O:27])[CH2:23]2)(=[O:12])=[O:11])=[CH:6][C:5]=1[C:28]([F:31])([F:30])[F:29].C[OH:33], predict the reaction product. The product is: [Cl:3][C:4]1[CH:9]=[CH:8][C:7]([S:10]([NH:13][C:14]2[CH:19]=[C:18]([Cl:20])[CH:17]=[CH:16][C:15]=2[S:21]([CH:22]2[CH2:26][CH2:25][CH:24]([OH:27])[CH2:23]2)=[O:33])(=[O:12])=[O:11])=[CH:6][C:5]=1[C:28]([F:30])([F:29])[F:31].